Dataset: Forward reaction prediction with 1.9M reactions from USPTO patents (1976-2016). Task: Predict the product of the given reaction. (1) The product is: [OH:1][C@H:2]([CH2:3][NH:16][C:17]1[CH:18]=[CH:19][C:20]([N:23]2[CH2:28][CH2:27][O:26][CH2:25][C:24]2=[O:29])=[CH:21][CH:22]=1)[CH2:4][N:5]1[C:13](=[O:14])[C:12]2[C:7](=[CH:8][CH:9]=[CH:10][CH:11]=2)[C:6]1=[O:15]. Given the reactants [O:1]1[CH2:3][C@@H:2]1[CH2:4][N:5]1[C:13](=[O:14])[C:12]2[C:7](=[CH:8][CH:9]=[CH:10][CH:11]=2)[C:6]1=[O:15].[NH2:16][C:17]1[CH:22]=[CH:21][C:20]([N:23]2[CH2:28][CH2:27][O:26][CH2:25][C:24]2=[O:29])=[CH:19][CH:18]=1, predict the reaction product. (2) The product is: [C:1]([O:5][C:6]([N:8]1[CH2:13][CH2:12][C@@H:11]2[CH2:14][C:15](=[O:17])[CH2:16][C@@H:10]2[CH2:9]1)=[O:7])([CH3:4])([CH3:2])[CH3:3]. Given the reactants [C:1]([O:5][C:6]([N:8]1[CH2:13][CH2:12][C@@H:11]2[CH2:14][C:15]3(OCC[O:17]3)[CH2:16][C@@H:10]2[CH2:9]1)=[O:7])([CH3:4])([CH3:3])[CH3:2].C1(C)C=CC(S(O)(=O)=O)=CC=1.C(=O)(O)[O-].[Na+], predict the reaction product. (3) Given the reactants I[C:2]1[C:10]2[C:5](=[N:6][CH:7]=[C:8]([C:11]3[CH:12]=[C:13]([CH:28]=[CH:29][CH:30]=3)[CH2:14][CH:15]3[CH2:20][CH2:19][N:18]([C:21]([O:23][C:24]([CH3:27])([CH3:26])[CH3:25])=[O:22])[CH2:17][CH2:16]3)[CH:9]=2)[N:4]([S:31]([C:34]2[CH:40]=[CH:39][C:37]([CH3:38])=[CH:36][CH:35]=2)(=[O:33])=[O:32])[CH:3]=1.[F:41][C:42]1[CH:43]=[C:44]([CH:62]=[CH:63][CH:64]=1)[CH2:45][N:46]1[C:50]([CH3:51])=[C:49](B2OC(C)(C)C(C)(C)O2)[C:48]([CH3:61])=[N:47]1.C(=O)([O-])[O-].[Na+].[Na+], predict the reaction product. The product is: [F:41][C:42]1[CH:43]=[C:44]([CH:62]=[CH:63][CH:64]=1)[CH2:45][N:46]1[C:50]([CH3:51])=[C:49]([C:2]2[C:10]3[C:5](=[N:6][CH:7]=[C:8]([C:11]4[CH:12]=[C:13]([CH:28]=[CH:29][CH:30]=4)[CH2:14][CH:15]4[CH2:16][CH2:17][N:18]([C:21]([O:23][C:24]([CH3:27])([CH3:25])[CH3:26])=[O:22])[CH2:19][CH2:20]4)[CH:9]=3)[N:4]([S:31]([C:34]3[CH:35]=[CH:36][C:37]([CH3:38])=[CH:39][CH:40]=3)(=[O:33])=[O:32])[CH:3]=2)[C:48]([CH3:61])=[N:47]1. (4) Given the reactants [NH2:1][C:2]1[S:3][CH:4]=[C:5]([C:7]2[C:16]([O:17][CH3:18])=[CH:15][C:14]3[C:9](=[CH:10][CH:11]=[CH:12][CH:13]=3)[CH:8]=2)[N:6]=1.[C:19]1(=[O:29])[O:24][C:22](=[O:23])[C:21]2=[CH:25][CH:26]=[CH:27][CH:28]=[C:20]12, predict the reaction product. The product is: [CH3:18][O:17][C:16]1[C:7]([C:5]2[N:6]=[C:2]([NH:1][C:19]([C:20]3[CH:28]=[CH:27][CH:26]=[CH:25][C:21]=3[C:22]([OH:24])=[O:23])=[O:29])[S:3][CH:4]=2)=[CH:8][C:9]2[C:14]([CH:15]=1)=[CH:13][CH:12]=[CH:11][CH:10]=2. (5) Given the reactants [C:1]([O:5][C:6]([NH:8][C@@H:9]([C:12]1[C:13]([F:30])=[C:14]([C:26]([Cl:29])=[CH:27][CH:28]=1)[C:15]([C:17]1[CH:18]=[CH:19][C:20]([C:23](O)=[O:24])=[N:21][CH:22]=1)=[O:16])[CH2:10][CH3:11])=[O:7])([CH3:4])([CH3:3])[CH3:2].[Cl-].[NH4+].CC[N:35](C(C)C)C(C)C.CN(C(ON1N=NC2C=CC=NC1=2)=[N+](C)C)C.F[P-](F)(F)(F)(F)F, predict the reaction product. The product is: [C:1]([O:5][C:6](=[O:7])[NH:8][C@@H:9]([C:12]1[CH:28]=[CH:27][C:26]([Cl:29])=[C:14]([C:15]([C:17]2[CH:22]=[N:21][C:20]([C:23](=[O:24])[NH2:35])=[CH:19][CH:18]=2)=[O:16])[C:13]=1[F:30])[CH2:10][CH3:11])([CH3:2])([CH3:4])[CH3:3]. (6) The product is: [NH2:7][C:8]1[N:9]([CH3:25])[C:10](=[O:24])[C:11]([CH3:23])([CH3:22])[C@:12]([C:15]2[CH:16]=[C:17]([NH:21][C:32]([C:29]3([C:27]#[N:28])[CH2:31][CH2:30]3)=[O:33])[CH:18]=[CH:19][CH:20]=2)([CH3:14])[N:13]=1. Given the reactants C(OC(=O)[NH:7][C:8]1[N:9]([CH3:25])[C:10](=[O:24])[C:11]([CH3:23])([CH3:22])[C@:12]([C:15]2[CH:20]=[CH:19][CH:18]=[C:17]([NH2:21])[CH:16]=2)([CH3:14])[N:13]=1)(C)(C)C.[C:27]([C:29]1([C:32](O)=[O:33])[CH2:31][CH2:30]1)#[N:28], predict the reaction product.